Dataset: Catalyst prediction with 721,799 reactions and 888 catalyst types from USPTO. Task: Predict which catalyst facilitates the given reaction. The catalyst class is: 21. Product: [NH:1]1[C:9]2[C:4](=[CH:5][CH:6]=[CH:7][CH:8]=2)[CH:3]=[C:2]1[C:10]1[CH:11]=[CH:12][C:13]([O:17][CH3:18])=[C:14]([NH:16][CH3:19])[CH:15]=1. Reactant: [NH:1]1[C:9]2[C:4](=[CH:5][CH:6]=[CH:7][CH:8]=2)[CH:3]=[C:2]1[C:10]1[CH:11]=[CH:12][C:13]([O:17][CH3:18])=[C:14]([NH2:16])[CH:15]=1.[C:19](=O)([O-])[O-].[K+].[K+].CI.